The task is: Predict the reaction yield, written as a fraction of the theoretical maximum amount of product (1.0 means a 100% yield; for example, 0.34 means a 34% yield).. This data is from Reaction yield outcomes from USPTO patents with 853,638 reactions. (1) The reactants are [C:1]([CH:5]1[CH2:13][C:12]2[C:7](=[CH:8][CH:9]=[CH:10][CH:11]=2)[NH:6]1)([CH3:4])([CH3:3])[CH3:2].C(C1NC2C(C=1)=CC=CC=2)(C)(C)C.[N+:27]([O-])([O-:29])=[O:28].[K+].C([O-])([O-])=O.[Na+].[Na+]. The catalyst is OS(O)(=O)=O. The product is [C:1]([CH:5]1[CH2:13][C:12]2[C:7](=[CH:8][C:9]([N+:27]([O-:29])=[O:28])=[CH:10][CH:11]=2)[NH:6]1)([CH3:4])([CH3:2])[CH3:3]. The yield is 0.320. (2) The reactants are [NH2:1][C:2]1[CH:7]=[CH:6][C:5]([OH:8])=[CH:4][C:3]=1[Cl:9].[H-].[Na+].Cl[C:13]1[C:22]2[C:17](=[CH:18][C:19]([O:27][CH3:28])=[C:20]([C:23]([O:25][CH3:26])=[O:24])[CH:21]=2)[N:16]=[CH:15][CH:14]=1.C(OCC)(=O)C. The catalyst is CS(C)=O.O. The product is [NH2:1][C:2]1[CH:7]=[CH:6][C:5]([O:8][C:13]2[C:22]3[C:17](=[CH:18][C:19]([O:27][CH3:28])=[C:20]([C:23]([O:25][CH3:26])=[O:24])[CH:21]=3)[N:16]=[CH:15][CH:14]=2)=[CH:4][C:3]=1[Cl:9]. The yield is 0.574. (3) The reactants are [CH3:1][C:2]1[NH:9][C:5]2[N:6]=[CH:7][S:8][C:4]=2[CH:3]=1.[Br:10]N1C(=O)CCC1=O. The catalyst is C(O)(=O)C. The product is [Br:10][C:3]1[C:4]2[S:8][CH:7]=[N:6][C:5]=2[NH:9][C:2]=1[CH3:1]. The yield is 0.640. (4) The reactants are [CH3:1][S:2]([C:4]1[CH:5]=[C:6]([C:10]2[S:14][C:13]([C:15]([O:17]C(C)(C)C)=[O:16])=[CH:12][CH:11]=2)[N:7]=[N:8][CH:9]=1)=[O:3].[C:22]([OH:28])([C:24]([F:27])([F:26])[F:25])=[O:23]. The catalyst is C(Cl)Cl. The product is [F:25][C:24]([F:27])([F:26])[C:22]([OH:28])=[O:23].[CH3:1][S:2]([C:4]1[CH:5]=[C:6]([C:10]2[S:14][C:13]([C:15]([OH:17])=[O:16])=[CH:12][CH:11]=2)[N:7]=[N:8][CH:9]=1)=[O:3]. The yield is 1.00. (5) The reactants are C([O:3][P:4]([CH:9]([NH:17][S:18]([C:21]1[S:22][CH:23]=[CH:24][CH:25]=1)(=[O:20])=[O:19])[CH2:10][C:11]1[CH:16]=[CH:15][CH:14]=[CH:13][CH:12]=1)(=[O:8])[O:5]CC)C.Br[Si](C)(C)C. The catalyst is ClCCl. The product is [C:11]1([CH2:10][CH:9]([P:4](=[O:3])([OH:5])[OH:8])[NH:17][S:18]([C:21]2[S:22][CH:23]=[CH:24][CH:25]=2)(=[O:19])=[O:20])[CH:16]=[CH:15][CH:14]=[CH:13][CH:12]=1. The yield is 0.800. (6) No catalyst specified. The reactants are [Br:1][C:2]1[C:3]([F:20])=[C:4]([NH:8][N:9]=[C:10]([C:15](=[O:19])[CH2:16][O:17][CH3:18])[C:11]([O:13][CH3:14])=[O:12])[CH:5]=[CH:6][CH:7]=1.[CH3:21]OC(OC)N(C)C. The product is [Br:1][C:2]1[C:3]([F:20])=[C:4]([N:8]2[CH:21]=[C:16]([O:17][CH3:18])[C:15](=[O:19])[C:10]([C:11]([O:13][CH3:14])=[O:12])=[N:9]2)[CH:5]=[CH:6][CH:7]=1. The yield is 0.750. (7) The reactants are [Br:1][C:2]1[CH:3]=[CH:4]/[C:5](=[N:13]/S(C2C=CC(C)=CC=2)(=O)=O)/[N:6]([CH2:9][C:10]([NH2:12])=O)[C:7]=1[CH3:8].[F:24][C:25]([F:36])([F:35])[C:26](O[C:26](=[O:27])[C:25]([F:36])([F:35])[F:24])=[O:27]. The catalyst is C(Cl)Cl. The product is [Br:1][C:2]1[CH:3]=[CH:4][C:5]2[N:6]([CH:9]=[C:10]([NH:12][C:26](=[O:27])[C:25]([F:36])([F:35])[F:24])[N:13]=2)[C:7]=1[CH3:8]. The yield is 0.990.